This data is from Full USPTO retrosynthesis dataset with 1.9M reactions from patents (1976-2016). The task is: Predict the reactants needed to synthesize the given product. (1) Given the product [C:17]([C:4]1[C:5]([NH:8][C:9](=[O:16])[C:10]2[CH:15]=[CH:14][CH:13]=[CH:12][CH:11]=2)=[N:6][CH:7]=[C:2]([F:19])[N:3]=1)#[N:18], predict the reactants needed to synthesize it. The reactants are: Br[C:2]1[N:3]=[C:4]([C:17]#[N:18])[C:5]([NH:8][C:9](=[O:16])[C:10]2[CH:15]=[CH:14][CH:13]=[CH:12][CH:11]=2)=[N:6][CH:7]=1.[F-:19].[K+].C(OCC)(=O)C.O. (2) The reactants are: [H-].[Na+].C(OP([CH2:11][C:12]1[S:13][C:14]2[C:20]([C:21]3[CH:22]=[C:23]([CH:29]=[CH:30][CH:31]=3)[C:24]([O:26][CH2:27][CH3:28])=[O:25])=[CH:19][CH:18]=[CH:17][C:15]=2[CH:16]=1)(OCC)=O)C.[F:32][C:33]([F:43])([F:42])[C:34]1[CH:35]=[C:36]([CH:39]=[CH:40][CH:41]=1)[CH:37]=O.[Cl-].[NH4+]. Given the product [F:32][C:33]([F:42])([F:43])[C:34]1[CH:35]=[C:36](/[CH:37]=[CH:11]/[C:12]2[S:13][C:14]3[C:20]([C:21]4[CH:22]=[C:23]([CH:29]=[CH:30][CH:31]=4)[C:24]([O:26][CH2:27][CH3:28])=[O:25])=[CH:19][CH:18]=[CH:17][C:15]=3[CH:16]=2)[CH:39]=[CH:40][CH:41]=1, predict the reactants needed to synthesize it. (3) Given the product [C:14]1([CH:17]=[CH:2][C:3]([C:5]2[CH:10]=[CH:9][CH:8]=[CH:7][CH:6]=2)=[O:4])[CH:15]=[CH:16][CH:21]=[CH:12][CH:13]=1, predict the reactants needed to synthesize it. The reactants are: O[CH2:2][C:3]([C:5]1[CH:10]=[CH:9][CH:8]=[CH:7][CH:6]=1)=[O:4].N1[CH:16]=[CH:15][C:14]([CH:17]=O)=[CH:13][CH:12]=1.O([CH3:21])[Na]. (4) Given the product [C:32]([OH:35])([C:18]([F:21])([F:20])[F:19])=[O:33].[CH3:31][C:25]1[C:24]([C:9]2[CH:17]=[C:16]([C:18]([F:19])([F:20])[F:21])[CH:15]=[C:14]3[C:10]=2[CH:11]=[N:12][NH:13]3)=[C:29]([NH2:30])[CH:28]=[CH:27][N:26]=1, predict the reactants needed to synthesize it. The reactants are: CC1(C)C(C)(C)OB([C:9]2[CH:17]=[C:16]([C:18]([F:21])([F:20])[F:19])[CH:15]=[C:14]3[C:10]=2[CH:11]=[N:12][NH:13]3)O1.Br[C:24]1[C:25]([CH3:31])=[N:26][CH:27]=[CH:28][C:29]=1[NH2:30].[C:32]([O-:35])(O)=[O:33].[Na+]. (5) Given the product [CH2:1]([N:8]1[CH2:12][C@@H:11]2[C@@H:13]([NH:16][C:24](=[O:25])[CH:23]([C:17]3[CH:22]=[CH:21][CH:20]=[CH:19][CH:18]=3)[CH2:27][C:28]3[CH:33]=[CH:32][CH:31]=[CH:30][CH:29]=3)[CH2:14][CH2:15][C@@H:10]2[CH2:9]1)[C:2]1[CH:3]=[CH:4][CH:5]=[CH:6][CH:7]=1, predict the reactants needed to synthesize it. The reactants are: [CH2:1]([N:8]1[CH2:12][C@H:11]2[C@H:13]([NH2:16])[CH2:14][CH2:15][C@H:10]2[CH2:9]1)[C:2]1[CH:7]=[CH:6][CH:5]=[CH:4][CH:3]=1.[C:17]1([CH:23]([CH2:27][C:28]2[CH:33]=[CH:32][CH:31]=[CH:30][CH:29]=2)[C:24](O)=[O:25])[CH:22]=[CH:21][CH:20]=[CH:19][CH:18]=1.C1([C@H](CC)C(O)=O)C=CC=CC=1.